This data is from Full USPTO retrosynthesis dataset with 1.9M reactions from patents (1976-2016). The task is: Predict the reactants needed to synthesize the given product. (1) Given the product [CH3:14][C:13]1[O:12][C:11]([C:15]2[CH:20]=[CH:19][CH:18]=[CH:17][CH:16]=2)=[N:10][C:9]=1[CH2:8][O:7][C:6]1[CH:21]=[CH:22][C:3]([CH2:2][O:23][C:24]2[CH:25]=[CH:26][C:27]([CH2:36][CH2:37][CH3:38])=[C:28]([CH:35]=2)[O:29][CH2:30][C:31]([O:33][CH3:34])=[O:32])=[CH:4][CH:5]=1, predict the reactants needed to synthesize it. The reactants are: Cl[CH2:2][C:3]1[CH:22]=[CH:21][C:6]([O:7][CH2:8][C:9]2[N:10]=[C:11]([C:15]3[CH:20]=[CH:19][CH:18]=[CH:17][CH:16]=3)[O:12][C:13]=2[CH3:14])=[CH:5][CH:4]=1.[OH:23][C:24]1[CH:25]=[CH:26][C:27]([CH2:36][CH2:37][CH3:38])=[C:28]([CH:35]=1)[O:29][CH2:30][C:31]([O:33][CH3:34])=[O:32].C(=O)([O-])[O-].[K+].[K+].CN(C)C=O. (2) Given the product [CH:1]1([C:6]2([CH3:14])[N:10]([CH3:11])[C:9](=[O:12])[N:8]([CH2:16][C:17]([C:19]3[CH:24]=[CH:23][CH:22]=[C:21]([F:25])[CH:20]=3)=[O:18])[C:7]2=[O:13])[CH2:2][CH2:3][CH2:4][CH2:5]1, predict the reactants needed to synthesize it. The reactants are: [CH:1]1([C:6]2([CH3:14])[N:10]([CH3:11])[C:9](=[O:12])[NH:8][C:7]2=[O:13])[CH2:5][CH2:4][CH2:3][CH2:2]1.Br[CH2:16][C:17]([C:19]1[CH:24]=[CH:23][CH:22]=[C:21]([F:25])[CH:20]=1)=[O:18]. (3) Given the product [NH2:5][CH2:10][C@@H:9]([CH2:11][C@H:12]([CH2:15][C:16]1[CH:21]=[CH:20][C:19]([F:22])=[CH:18][C:17]=1[F:23])[CH2:13][CH3:14])[C:8]([OH:24])=[O:31], predict the reactants needed to synthesize it. The reactants are: COC([N:5]1[CH2:10][CH:9]([CH2:11][CH:12]([CH2:15][C:16]2[CH:21]=[CH:20][C:19]([F:22])=[CH:18][C:17]=2[F:23])[CH2:13][CH3:14])[C:8](=[O:24])N(C)C1C(C)(C)C)=O.Cl.[O:31]1CCOCC1. (4) Given the product [CH2:1]([O:3][C:4]([C:5]1[CH:10]=[CH:9][C:8]2[N:11]=[CH:14][NH:12][C:7]=2[CH:6]=1)=[O:13])[CH3:2], predict the reactants needed to synthesize it. The reactants are: [CH2:1]([O:3][C:4](=[O:13])[C:5]1[CH:10]=[CH:9][C:8]([NH2:11])=[C:7]([NH2:12])[CH:6]=1)[CH3:2].[CH:14](O)=O. (5) The reactants are: CC(OI1(OC(C)=O)(OC(C)=O)OC(=O)C2C=CC=CC1=2)=O.[CH:23]1([NH:26][C:27](=[O:55])[C:28]2[CH:33]=[C:32]([N:34]3[CH:39]=[CH:38][N:37]=[C:36]([NH:40][C@@H:41]([C:46]4[CH:51]=[CH:50][CH:49]=[CH:48][CH:47]=4)[C@@H:42]([CH3:45])[CH2:43][OH:44])[C:35]3=[O:52])[C:31]([CH3:53])=[C:30]([F:54])[CH:29]=2)[CH2:25][CH2:24]1. Given the product [CH:23]1([NH:26][C:27](=[O:55])[C:28]2[CH:33]=[C:32]([N:34]3[CH:39]=[CH:38][N:37]=[C:36]([NH:40][C@@H:41]([C:46]4[CH:51]=[CH:50][CH:49]=[CH:48][CH:47]=4)[C@@H:42]([CH3:45])[CH:43]=[O:44])[C:35]3=[O:52])[C:31]([CH3:53])=[C:30]([F:54])[CH:29]=2)[CH2:25][CH2:24]1, predict the reactants needed to synthesize it. (6) Given the product [Cl:1][C:2]1[CH:24]=[CH:23][C:22]([F:25])=[CH:21][C:3]=1[O:4][C:5]1[CH:6]=[CH:7][C:8]([N:11]2[CH:15]=[C:14]([C:16]([OH:18])=[O:17])[CH:13]=[N:12]2)=[CH:9][CH:10]=1, predict the reactants needed to synthesize it. The reactants are: [Cl:1][C:2]1[CH:24]=[CH:23][C:22]([F:25])=[CH:21][C:3]=1[O:4][C:5]1[CH:10]=[CH:9][C:8]([N:11]2[CH:15]=[C:14]([C:16]([O:18]CC)=[O:17])[CH:13]=[N:12]2)=[CH:7][CH:6]=1.[OH-].[Na+]. (7) Given the product [Cl:13][C:10]1[C:9]2[C:4](=[CH:5][C:6]([F:15])=[CH:7][C:8]=2[F:14])[N:3]=[C:2]([C:18]2[CH:19]=[CH:20][C:21]([CH3:23])=[CH:22][C:17]=2[CH3:16])[C:11]=1[CH3:12], predict the reactants needed to synthesize it. The reactants are: Cl[C:2]1[C:11]([CH3:12])=[C:10]([Cl:13])[C:9]2[C:4](=[CH:5][C:6]([F:15])=[CH:7][C:8]=2[F:14])[N:3]=1.[CH3:16][C:17]1[CH:22]=[C:21]([CH3:23])[CH:20]=[CH:19][C:18]=1B(O)O.C(=O)([O-])[O-].[K+].[K+].